Dataset: Full USPTO retrosynthesis dataset with 1.9M reactions from patents (1976-2016). Task: Predict the reactants needed to synthesize the given product. Given the product [C:1]([O:5][C:6](=[O:33])[NH:7][CH:8]1[CH2:13][CH2:12][CH:11]([NH:14][C:15](=[O:32])[C:16]2[CH:21]=[C:20]([O:22][CH2:35][CH2:36][CH2:37][C:38]#[N:39])[CH:19]=[C:18]([O:23][C:24]3[CH:29]=[CH:28][C:27]([C:30]#[N:31])=[CH:26][CH:25]=3)[CH:17]=2)[CH2:10][CH2:9]1)([CH3:4])([CH3:2])[CH3:3], predict the reactants needed to synthesize it. The reactants are: [C:1]([O:5][C:6](=[O:33])[NH:7][CH:8]1[CH2:13][CH2:12][CH:11]([NH:14][C:15](=[O:32])[C:16]2[CH:21]=[C:20]([OH:22])[CH:19]=[C:18]([O:23][C:24]3[CH:29]=[CH:28][C:27]([C:30]#[N:31])=[CH:26][CH:25]=3)[CH:17]=2)[CH2:10][CH2:9]1)([CH3:4])([CH3:3])[CH3:2].Br[CH2:35][CH2:36][CH2:37][C:38]#[N:39].